Dataset: Catalyst prediction with 721,799 reactions and 888 catalyst types from USPTO. Task: Predict which catalyst facilitates the given reaction. (1) Reactant: [Cl:1][C:2]1[N:10]=[CH:9][C:8]([C:11]([F:14])([F:13])[F:12])=[CH:7][C:3]=1[C:4]([NH2:6])=O.FC(F)(F)C(OC(=O)C(F)(F)F)=O.C(=O)(O)[O-].[Na+]. Product: [Cl:1][C:2]1[N:10]=[CH:9][C:8]([C:11]([F:14])([F:12])[F:13])=[CH:7][C:3]=1[C:4]#[N:6]. The catalyst class is: 2. (2) Product: [CH3:14][S:11]([NH:10][CH2:9][CH2:8][NH:7][C:6]([C:27]1[C:28]([OH:51])=[C:29]2[C:34](=[CH:35][N:36]=1)[N:33]([CH2:37][C:38]1[CH:43]=[CH:42][CH:41]=[CH:40][CH:39]=1)[C:32](=[O:44])[C:31]([C:45]1[CH:50]=[CH:49][CH:48]=[CH:47][CH:46]=1)=[CH:30]2)=[O:15])(=[O:12])=[O:13]. Reactant: C(O[C:6](=[O:15])[NH:7][CH2:8][CH2:9][NH:10][S:11]([CH3:14])(=[O:13])=[O:12])(C)(C)C.FC(F)(F)C(O)=O.COC([C:27]1[C:28]([OH:51])=[C:29]2[C:34](=[CH:35][N:36]=1)[N:33]([CH2:37][C:38]1[CH:43]=[CH:42][CH:41]=[CH:40][CH:39]=1)[C:32](=[O:44])[C:31]([C:45]1[CH:50]=[CH:49][CH:48]=[CH:47][CH:46]=1)=[CH:30]2)=O. The catalyst class is: 2. (3) Reactant: [Si]([O:8][C@@H:9]1[CH:16]2[N:12]([C:13](=[O:28])[C:14]([C:18]3[CH:25]=[CH:24][C:21]([C:22]#[N:23])=[C:20]([Cl:26])[C:19]=3[CH3:27])=[C:15]2[CH3:17])[CH2:11][CH2:10]1)(C(C)(C)C)(C)C.N1C=CC=CC=1. Product: [Cl:26][C:20]1[C:19]([CH3:27])=[C:18]([C:14]2[C:13](=[O:28])[N:12]3[C@@H:16]([C@@H:9]([OH:8])[CH2:10][CH2:11]3)[C:15]=2[CH3:17])[CH:25]=[CH:24][C:21]=1[C:22]#[N:23]. The catalyst class is: 1. (4) Reactant: [CH:1]1([NH:4][C:5]([C:7]2[CH:8]=[C:9]([F:31])[C:10]([CH3:30])=[C:11]([C:13]3[C:14]([C:27]([OH:29])=O)=[CH:15][C:16]([C:19]([NH:21][CH2:22][C:23]([CH3:26])([CH3:25])[CH3:24])=[O:20])=[CH:17][CH:18]=3)[CH:12]=2)=[O:6])[CH2:3][CH2:2]1.CN(C(ON1N=NC2C=CC=CC1=2)=[N+](C)C)C.F[P-](F)(F)(F)(F)F.CCN(CC)CC.[CH2:63]([O:65][CH2:66][CH2:67][CH2:68][NH2:69])[CH3:64]. Product: [CH:1]1([NH:4][C:5]([C:7]2[CH:12]=[C:11]([C:13]3[C:14]([C:27]([NH:69][CH2:68][CH2:67][CH2:66][O:65][CH2:63][CH3:64])=[O:29])=[CH:15][C:16]([C:19]([NH:21][CH2:22][C:23]([CH3:26])([CH3:25])[CH3:24])=[O:20])=[CH:17][CH:18]=3)[C:10]([CH3:30])=[C:9]([F:31])[CH:8]=2)=[O:6])[CH2:2][CH2:3]1. The catalyst class is: 3. (5) Reactant: Br[C:2]1[C:7]([O:8][CH3:9])=[C:6]([F:10])[CH:5]=[CH:4][C:3]=1[F:11].CC1(C)C(C)(C)OB([C:20]2[CH2:21][CH2:22][N:23]([C:26]([O:28][C:29]([CH3:32])([CH3:31])[CH3:30])=[O:27])[CH2:24][CH:25]=2)O1.C([O-])([O-])=O.[K+].[K+]. Product: [C:29]([O:28][C:26]([N:23]1[CH2:22][CH:21]=[C:20]([C:2]2[C:3]([F:11])=[CH:4][CH:5]=[C:6]([F:10])[C:7]=2[O:8][CH3:9])[CH2:25][CH2:24]1)=[O:27])([CH3:32])([CH3:30])[CH3:31]. The catalyst class is: 70.